Dataset: Reaction yield outcomes from USPTO patents with 853,638 reactions. Task: Predict the reaction yield, written as a fraction of the theoretical maximum amount of product (1.0 means a 100% yield; for example, 0.34 means a 34% yield). The reactants are [N+:1]([C:4]1[CH:5]=[N:6][CH:7]=[CH:8][C:9]=1[NH2:10])([O-:3])=[O:2].CC([O-])=O.[Na+].[Br:16]Br.C([O-])(O)=O.[Na+]. The catalyst is O.C(O)(=O)C. The product is [Br:16][C:8]1[CH:7]=[N:6][CH:5]=[C:4]([N+:1]([O-:3])=[O:2])[C:9]=1[NH2:10]. The yield is 0.870.